From a dataset of Forward reaction prediction with 1.9M reactions from USPTO patents (1976-2016). Predict the product of the given reaction. (1) Given the reactants [C:1]([O:5][C:6](=[O:40])[CH2:7][N:8]([CH2:25][C:26]1[CH:31]=[C:30]([C:32]([F:35])([F:34])[F:33])[CH:29]=[C:28]([C:36]([F:39])([F:38])[F:37])[CH:27]=1)[CH2:9][C:10]1[C:11]([C:20]#[C:21][CH2:22][CH2:23][CH3:24])=[N:12][C:13]2[C:18]([CH:19]=1)=[CH:17][CH:16]=[CH:15][CH:14]=2)([CH3:4])([CH3:3])[CH3:2], predict the reaction product. The product is: [C:1]([O:5][C:6](=[O:40])[CH2:7][N:8]([CH2:25][C:26]1[CH:31]=[C:30]([C:32]([F:35])([F:34])[F:33])[CH:29]=[C:28]([C:36]([F:37])([F:38])[F:39])[CH:27]=1)[CH2:9][C:10]1[C:11]([CH2:20][CH2:21][CH2:22][CH2:23][CH3:24])=[N:12][C:13]2[C:18]([CH:19]=1)=[CH:17][CH:16]=[CH:15][CH:14]=2)([CH3:2])([CH3:3])[CH3:4]. (2) Given the reactants [CH:1]1([C:11]([OH:13])=O)[C:10]2[C:5](=[CH:6][CH:7]=[CH:8][CH:9]=2)[CH2:4][CH2:3][CH2:2]1.[CH2:14]([N:21]1[CH:25]=[C:24]([CH2:26][NH:27][C:28]2[CH:33]=[CH:32][C:31]([CH:34]([CH3:36])[CH3:35])=[CH:30][CH:29]=2)[CH:23]=[N:22]1)[C:15]1[CH:20]=[CH:19][CH:18]=[CH:17][CH:16]=1, predict the reaction product. The product is: [CH2:14]([N:21]1[CH:25]=[C:24]([CH2:26][N:27]([C:28]2[CH:29]=[CH:30][C:31]([CH:34]([CH3:36])[CH3:35])=[CH:32][CH:33]=2)[C:11]([CH:1]2[C:10]3[C:5](=[CH:6][CH:7]=[CH:8][CH:9]=3)[CH2:4][CH2:3][CH2:2]2)=[O:13])[CH:23]=[N:22]1)[C:15]1[CH:16]=[CH:17][CH:18]=[CH:19][CH:20]=1. (3) The product is: [NH2:1][C:2]1[N:7]=[C:6]([NH:8][CH2:9][C:10]([N:12]([CH:14]2[CH2:19][CH2:18][N:17]([CH2:20][C:21]3[CH:22]=[CH:23][CH:24]=[CH:25][CH:26]=3)[CH2:16][CH2:15]2)[CH3:13])=[O:11])[C:5]([CH3:27])=[CH:4][N:3]=1.[C:28]([OH:35])(=[O:34])/[CH:29]=[CH:30]\[C:31]([OH:33])=[O:32].[NH2:1][C:2]1[N:7]=[C:6]([NH:8][CH2:9][C:10]([N:12]([CH:14]2[CH2:19][CH2:18][N:17]([CH2:20][C:21]3[CH:22]=[CH:23][CH:24]=[CH:25][CH:26]=3)[CH2:16][CH2:15]2)[CH3:13])=[O:11])[C:5]([CH3:27])=[CH:4][N:3]=1. Given the reactants [NH2:1][C:2]1[N:7]=[C:6]([NH:8][CH2:9][C:10]([N:12]([CH:14]2[CH2:19][CH2:18][N:17]([CH2:20][C:21]3[CH:26]=[CH:25][CH:24]=[CH:23][CH:22]=3)[CH2:16][CH2:15]2)[CH3:13])=[O:11])[C:5]([CH3:27])=[CH:4][N:3]=1.[C:28]([OH:35])(=[O:34])/[CH:29]=[CH:30]\[C:31]([OH:33])=[O:32], predict the reaction product.